Task: Predict the reaction yield, written as a fraction of the theoretical maximum amount of product (1.0 means a 100% yield; for example, 0.34 means a 34% yield).. Dataset: Reaction yield outcomes from USPTO patents with 853,638 reactions (1) The reactants are [CH3:1][O:2][C:3]([C:5]1[S:6][C:7]([C:11]2[CH:16]=[CH:15][CH:14]=[CH:13][CH:12]=2)=[CH:8][C:9]=1[NH2:10])=[O:4].[CH3:17][N:18]1[CH2:23][CH:22]=[C:21](O[Si](C)(C)C)[CH2:20][CH2:19]1.CC(O)=O.[BH-](OC(C)=O)(OC(C)=O)OC(C)=O.[Na+].[OH-].[Na+]. The catalyst is ClC(Cl)C. The product is [CH3:1][O:2][C:3]([C:5]1[S:6][C:7]([C:11]2[CH:16]=[CH:15][CH:14]=[CH:13][CH:12]=2)=[CH:8][C:9]=1[NH:10][CH:21]1[CH2:22][CH2:23][N:18]([CH3:17])[CH2:19][CH2:20]1)=[O:4]. The yield is 0.730. (2) The reactants are [C:1]1([C:22]2[CH:27]=[CH:26][CH:25]=[CH:24][CH:23]=2)[CH:6]=[CH:5][C:4]([CH2:7][C:8]([NH:10][C:11]2[N:12]=[C:13](Br)[C:14]3[C:19]([CH:20]=2)=[CH:18][CH:17]=[CH:16][CH:15]=3)=[O:9])=[CH:3][CH:2]=1.[F:28][C:29]([F:40])([F:39])[C:30]1[CH:31]=[C:32](B(O)O)[CH:33]=[CH:34][CH:35]=1.C([O-])([O-])=O.[Na+].[Na+]. The catalyst is COCCOC.C1C=CC([P]([Pd]([P](C2C=CC=CC=2)(C2C=CC=CC=2)C2C=CC=CC=2)([P](C2C=CC=CC=2)(C2C=CC=CC=2)C2C=CC=CC=2)[P](C2C=CC=CC=2)(C2C=CC=CC=2)C2C=CC=CC=2)(C2C=CC=CC=2)C2C=CC=CC=2)=CC=1. The product is [C:1]1([C:22]2[CH:27]=[CH:26][CH:25]=[CH:24][CH:23]=2)[CH:6]=[CH:5][C:4]([CH2:7][C:8]([NH:10][C:11]2[N:12]=[C:13]([C:33]3[CH:32]=[CH:31][C:30]([C:29]([F:40])([F:39])[F:28])=[CH:35][CH:34]=3)[C:14]3[C:19]([CH:20]=2)=[CH:18][CH:17]=[CH:16][CH:15]=3)=[O:9])=[CH:3][CH:2]=1. The yield is 0.870. (3) The reactants are [CH3:1][C:2]1[C:15]([O:16][CH3:17])=[CH:14][C:5]2[N:6]([CH2:10][C:11]([OH:13])=O)[C:7](=[O:9])[O:8][C:4]=2[CH:3]=1.CN([P+](ON1N=NC2C=CC=CC1=2)(N(C)C)N(C)C)C.F[P-](F)(F)(F)(F)F.C(N(C(C)C)CC)(C)C.[C:54]1([C:69]2[CH:74]=[CH:73][CH:72]=[CH:71][CH:70]=2)[CH:59]=[CH:58][C:57]([CH:60]([NH:67][CH3:68])[CH2:61][N:62]2[CH2:66][CH2:65][CH2:64][CH2:63]2)=[CH:56][CH:55]=1. The catalyst is C(Cl)Cl. The product is [C:54]1([C:69]2[CH:70]=[CH:71][CH:72]=[CH:73][CH:74]=2)[CH:59]=[CH:58][C:57]([CH:60]([N:67]([CH3:68])[C:11](=[O:13])[CH2:10][N:6]2[C:5]3[CH:14]=[C:15]([O:16][CH3:17])[C:2]([CH3:1])=[CH:3][C:4]=3[O:8][C:7]2=[O:9])[CH2:61][N:62]2[CH2:66][CH2:65][CH2:64][CH2:63]2)=[CH:56][CH:55]=1. The yield is 0.740. (4) The reactants are [C:1]1([C:7]2[CH:12]=[CH:11][C:10](O)=[CH:9][CH:8]=2)[CH:6]=[CH:5][CH:4]=[CH:3][CH:2]=1.C(OCC)(=O)C.C([P+](C1C=CC=CC=1)(C1C=CC=CC=1)C1C=CC=CC=1)C.CN(C)C(=O)C. The catalyst is O. The product is [CH:5]1[C:6]2[C:12]3[C:7](=[CH:8][CH:9]=[CH:10][CH:11]=3)[C:1]=2[CH:2]=[CH:3][CH:4]=1. The yield is 1.00. (5) The reactants are [Si:1]([O:8][C@H:9]1[CH2:14][CH2:13][CH2:12][N:11]([C:15]2[CH:20]=[CH:19][N:18]=[CH:17][C:16]=2[N+:21]([O-])=O)[CH2:10]1)([C:4]([CH3:7])([CH3:6])[CH3:5])([CH3:3])[CH3:2]. The catalyst is C(O)C. The product is [C:4]([C:17]1[C:16]([NH2:21])=[C:15]([N:11]2[CH2:12][CH2:13][CH2:14][C@H:9]([O:8][Si:1]([C:4]([CH3:7])([CH3:6])[CH3:5])([CH3:3])[CH3:2])[CH2:10]2)[CH:20]=[CH:19][N:18]=1)([CH3:7])([CH3:6])[CH3:5]. The yield is 0.670. (6) The reactants are [CH2:1]([O:8][C:9]1[CH:10]=[CH:11][C:12]([OH:19])=[C:13]([CH:18]=1)[C:14]([O:16]C)=O)[C:2]1[CH:7]=[CH:6][CH:5]=[CH:4][CH:3]=1.[NH2:20][C@@H:21]([CH2:24][C:25]1[CH:30]=[CH:29][CH:28]=[CH:27][CH:26]=1)[CH2:22][OH:23]. The catalyst is CN(C)C=O.C(OCC)(=O)C.CCCCCC. The product is [OH:23][CH2:22][C@@H:21]([NH:20][C:14](=[O:16])[C:13]1[CH:18]=[C:9]([O:8][CH2:1][C:2]2[CH:3]=[CH:4][CH:5]=[CH:6][CH:7]=2)[CH:10]=[CH:11][C:12]=1[OH:19])[CH2:24][C:25]1[CH:26]=[CH:27][CH:28]=[CH:29][CH:30]=1. The yield is 0.500. (7) The reactants are C([NH:4][C:5]1[CH:10]=[CH:9][N:8]([CH2:11][CH2:12][CH2:13][CH2:14][C:15]2[S:19][C:18]([NH:20][C:21](=[O:29])[CH2:22][C:23]3[CH:28]=[CH:27][CH:26]=[CH:25][CH:24]=3)=[N:17][N:16]=2)[C:7](=[O:30])[N:6]=1)(=O)C. The catalyst is N.CO. The product is [NH2:4][C:5]1[CH:10]=[CH:9][N:8]([CH2:11][CH2:12][CH2:13][CH2:14][C:15]2[S:19][C:18]([NH:20][C:21](=[O:29])[CH2:22][C:23]3[CH:28]=[CH:27][CH:26]=[CH:25][CH:24]=3)=[N:17][N:16]=2)[C:7](=[O:30])[N:6]=1. The yield is 0.680.